This data is from Full USPTO retrosynthesis dataset with 1.9M reactions from patents (1976-2016). The task is: Predict the reactants needed to synthesize the given product. Given the product [Br:1][C:2]1[C:10]2[N:9]=[N:8][N:7]([CH2:11][CH:12]3[CH2:14][CH2:13]3)[C:6]=2[CH:5]=[CH:4][C:3]=1[O:15][C:16]1[C:21]([CH2:22][N:32]2[CH2:33][CH2:34][N:29]([S:26]([CH3:25])(=[O:28])=[O:27])[CH2:30][CH2:31]2)=[CH:20][C:19]([Cl:24])=[CH:18][N:17]=1, predict the reactants needed to synthesize it. The reactants are: [Br:1][C:2]1[C:10]2[N:9]=[N:8][N:7]([CH2:11][CH:12]3[CH2:14][CH2:13]3)[C:6]=2[CH:5]=[CH:4][C:3]=1[O:15][C:16]1[C:21]([CH:22]=O)=[CH:20][C:19]([Cl:24])=[CH:18][N:17]=1.[CH3:25][S:26]([N:29]1[CH2:34][CH2:33][NH:32][CH2:31][CH2:30]1)(=[O:28])=[O:27].C(O)(=O)C.C(O[BH-](OC(=O)C)OC(=O)C)(=O)C.[Na+].